From a dataset of NCI-60 drug combinations with 297,098 pairs across 59 cell lines. Regression. Given two drug SMILES strings and cell line genomic features, predict the synergy score measuring deviation from expected non-interaction effect. (1) Drug 1: CS(=O)(=O)CCNCC1=CC=C(O1)C2=CC3=C(C=C2)N=CN=C3NC4=CC(=C(C=C4)OCC5=CC(=CC=C5)F)Cl. Drug 2: CC1CCCC2(C(O2)CC(NC(=O)CC(C(C(=O)C(C1O)C)(C)C)O)C(=CC3=CSC(=N3)C)C)C. Cell line: A498. Synergy scores: CSS=47.7, Synergy_ZIP=-0.788, Synergy_Bliss=1.41, Synergy_Loewe=5.15, Synergy_HSA=6.73. (2) Drug 1: C1=NC2=C(N=C(N=C2N1C3C(C(C(O3)CO)O)F)Cl)N. Drug 2: CC1=C2C(C(=O)C3(C(CC4C(C3C(C(C2(C)C)(CC1OC(=O)C(C(C5=CC=CC=C5)NC(=O)C6=CC=CC=C6)O)O)OC(=O)C7=CC=CC=C7)(CO4)OC(=O)C)O)C)OC(=O)C. Cell line: MDA-MB-435. Synergy scores: CSS=9.50, Synergy_ZIP=-13.6, Synergy_Bliss=-14.4, Synergy_Loewe=-28.0, Synergy_HSA=-15.0. (3) Drug 1: C1=CC(=CC=C1CC(C(=O)O)N)N(CCCl)CCCl.Cl. Drug 2: C1=NC2=C(N=C(N=C2N1C3C(C(C(O3)CO)O)F)Cl)N. Cell line: NCI-H460. Synergy scores: CSS=33.2, Synergy_ZIP=-14.4, Synergy_Bliss=-3.01, Synergy_Loewe=-2.67, Synergy_HSA=-1.71. (4) Drug 1: CC1=C(C=C(C=C1)NC2=NC=CC(=N2)N(C)C3=CC4=NN(C(=C4C=C3)C)C)S(=O)(=O)N.Cl. Drug 2: CC1C(C(CC(O1)OC2CC(CC3=C2C(=C4C(=C3O)C(=O)C5=C(C4=O)C(=CC=C5)OC)O)(C(=O)CO)O)N)O.Cl. Cell line: NCI-H522. Synergy scores: CSS=45.5, Synergy_ZIP=7.08, Synergy_Bliss=7.77, Synergy_Loewe=-3.30, Synergy_HSA=10.6.